Predict the product of the given reaction. From a dataset of Forward reaction prediction with 1.9M reactions from USPTO patents (1976-2016). Given the reactants [CH3:1][O:2][C:3]1[CH:4]=[C:5]([N:9]=[C:10]=[O:11])[CH:6]=[CH:7][CH:8]=1.[F:12][C:13]1[CH:20]=[CH:19][CH:18]=[C:17]([F:21])[C:14]=1[CH2:15][NH2:16], predict the reaction product. The product is: [F:12][C:13]1[CH:20]=[CH:19][CH:18]=[C:17]([F:21])[C:14]=1[CH2:15][NH:16][C:10]([NH:9][C:5]1[CH:6]=[CH:7][CH:8]=[C:3]([O:2][CH3:1])[CH:4]=1)=[O:11].